Dataset: Full USPTO retrosynthesis dataset with 1.9M reactions from patents (1976-2016). Task: Predict the reactants needed to synthesize the given product. (1) Given the product [C:1]([O:5][C:6]([N:8]([C:30]([O:32][C:33]([CH3:35])([CH3:34])[CH3:36])=[O:31])[C:9]1[CH:10]=[N:11][CH:12]=[CH:13][C:14]=1[C@H:15]1[O:20][C@H:19]([CH2:21][CH2:22][C:23]([O:25][CH2:26][CH3:27])=[O:24])[C@@H:18]([OH:28])[C@H:17]([O:29][Si:46]([C:43]([CH3:45])([CH3:44])[CH3:42])([CH3:48])[CH3:47])[CH2:16]1)=[O:7])([CH3:4])([CH3:2])[CH3:3], predict the reactants needed to synthesize it. The reactants are: [C:1]([O:5][C:6]([N:8]([C:30]([O:32][C:33]([CH3:36])([CH3:35])[CH3:34])=[O:31])[C:9]1[CH:10]=[N:11][CH:12]=[CH:13][C:14]=1[C@H:15]1[O:20][C@H:19]([CH2:21][CH2:22][C:23]([O:25][CH2:26][CH3:27])=[O:24])[C@@H:18]([OH:28])[C@H:17]([OH:29])[CH2:16]1)=[O:7])([CH3:4])([CH3:3])[CH3:2].N1C=CN=C1.[CH3:42][C:43]([Si:46](Cl)([CH3:48])[CH3:47])([CH3:45])[CH3:44]. (2) Given the product [CH3:1][O:2][CH2:3][C:4]1[CH:5]=[CH:6][C:7]([O:12][CH2:13][C:14]([F:15])([F:16])[F:17])=[C:8]([CH2:9][NH2:10])[CH:11]=1, predict the reactants needed to synthesize it. The reactants are: [CH3:1][O:2][CH2:3][C:4]1[CH:5]=[CH:6][C:7]([O:12][CH2:13][C:14]([F:17])([F:16])[F:15])=[C:8]([CH:11]=1)[C:9]#[N:10].[H-].[H-].[H-].[H-].[Li+].[Al+3].